The task is: Regression. Given a peptide amino acid sequence and an MHC pseudo amino acid sequence, predict their binding affinity value. This is MHC class I binding data.. This data is from Peptide-MHC class I binding affinity with 185,985 pairs from IEDB/IMGT. (1) The peptide sequence is LVAPHMAMM. The MHC is HLA-A30:01 with pseudo-sequence HLA-A30:01. The binding affinity (normalized) is 0.0847. (2) The peptide sequence is TVGMLIYSM. The MHC is HLA-A02:02 with pseudo-sequence HLA-A02:02. The binding affinity (normalized) is 0.427.